This data is from Full USPTO retrosynthesis dataset with 1.9M reactions from patents (1976-2016). The task is: Predict the reactants needed to synthesize the given product. (1) Given the product [ClH:35].[C:1]([C:4]1[CH:5]=[C:6]([C:10]2[N:11]=[CH:12][N:13]([C:15]([N:17]([CH:19]3[CH2:20][CH2:21][N:22]([CH2:25][C:26]4[CH:31]=[C:30]([O:32][CH3:33])[CH:29]=[CH:28][C:27]=4[F:34])[CH2:23][CH2:24]3)[CH3:18])=[O:16])[CH:14]=2)[CH:7]=[CH:8][CH:9]=1)(=[O:3])[NH2:2], predict the reactants needed to synthesize it. The reactants are: [C:1]([C:4]1[CH:5]=[C:6]([C:10]2[N:11]=[CH:12][N:13]([C:15]([N:17]([CH:19]3[CH2:24][CH2:23][N:22]([CH2:25][C:26]4[CH:31]=[C:30]([O:32][CH3:33])[CH:29]=[CH:28][C:27]=4[F:34])[CH2:21][CH2:20]3)[CH3:18])=[O:16])[CH:14]=2)[CH:7]=[CH:8][CH:9]=1)(=[O:3])[NH2:2].[ClH:35].C(OCC)C. (2) Given the product [Br:1][C:2]1[CH:8]=[C:7]([C:9]([F:18])([C:10]([F:13])([F:12])[F:11])[C:14]([F:15])([F:16])[F:17])[CH:6]=[C:5]([Cl:19])[C:3]=1[NH:4][C:30](=[O:31])[C:29]1[CH:33]=[CH:34][CH:35]=[C:36]([N+:37]([O-:39])=[O:38])[C:28]=1[F:27], predict the reactants needed to synthesize it. The reactants are: [Br:1][C:2]1[CH:8]=[C:7]([C:9]([F:18])([C:14]([F:17])([F:16])[F:15])[C:10]([F:13])([F:12])[F:11])[CH:6]=[C:5]([Cl:19])[C:3]=1[NH2:4].C(N(CC)CC)C.[F:27][C:28]1[C:36]([N+:37]([O-:39])=[O:38])=[CH:35][CH:34]=[CH:33][C:29]=1[C:30](Cl)=[O:31].[OH-].[Na+]. (3) The reactants are: [Li]CCCC.[S:6]1[CH:10]=[CH:9][C:8]2[CH:11]=[CH:12][CH:13]=[CH:14][C:7]1=2.[Sn:15](Cl)([CH2:24][CH2:25][CH2:26][CH3:27])([CH2:20][CH2:21][CH2:22][CH3:23])[CH2:16][CH2:17][CH2:18][CH3:19]. Given the product [CH2:24]([Sn:15]([CH2:16][CH2:17][CH2:18][CH3:19])([CH2:20][CH2:21][CH2:22][CH3:23])[C:10]1[S:6][C:7]2[CH:14]=[CH:13][CH:12]=[CH:11][C:8]=2[CH:9]=1)[CH2:25][CH2:26][CH3:27], predict the reactants needed to synthesize it. (4) Given the product [CH2:1]([O:8][C:9]([N:11]1[CH2:12][C@H:13]([O:35][Si:36]([C:39]([CH3:40])([CH3:42])[CH3:41])([CH3:38])[CH3:37])[C@H:14]([NH:16][C:17]2[CH:18]=[C:19]([CH3:34])[C:20]([C:23]3[C:24]([O:32][CH3:33])=[N:25][C:26]([CH:29]([CH3:31])[CH3:30])=[CH:27][CH:28]=3)=[N:21][C:22]=2[Br:50])[CH2:15]1)=[O:10])[C:2]1[CH:7]=[CH:6][CH:5]=[CH:4][CH:3]=1, predict the reactants needed to synthesize it. The reactants are: [CH2:1]([O:8][C:9]([N:11]1[CH2:15][C@@H:14]([NH:16][C:17]2[CH:18]=[C:19]([CH3:34])[C:20]([C:23]3[C:24]([O:32][CH3:33])=[N:25][C:26]([CH:29]([CH3:31])[CH3:30])=[CH:27][CH:28]=3)=[N:21][CH:22]=2)[C@@H:13]([O:35][Si:36]([C:39]([CH3:42])([CH3:41])[CH3:40])([CH3:38])[CH3:37])[CH2:12]1)=[O:10])[C:2]1[CH:7]=[CH:6][CH:5]=[CH:4][CH:3]=1.C1C(=O)N([Br:50])C(=O)C1.